Dataset: Forward reaction prediction with 1.9M reactions from USPTO patents (1976-2016). Task: Predict the product of the given reaction. Given the reactants C(N(CC)C(C)C)(C)C.ClCCl.[I:13][C:14]1[C:15]([OH:22])=[N:16][C:17]([CH3:21])=[N:18][C:19]=1[CH3:20].[CH3:23][O:24][CH2:25]Cl, predict the reaction product. The product is: [I:13][C:14]1[C:15](=[O:22])[N:16]([CH2:23][O:24][CH3:25])[C:17]([CH3:21])=[N:18][C:19]=1[CH3:20].[I:13][C:14]1[C:15]([O:22][CH2:23][O:24][CH3:25])=[N:16][C:17]([CH3:21])=[N:18][C:19]=1[CH3:20].